From a dataset of Reaction yield outcomes from USPTO patents with 853,638 reactions. Predict the reaction yield, written as a fraction of the theoretical maximum amount of product (1.0 means a 100% yield; for example, 0.34 means a 34% yield). (1) The reactants are [Si]([O:8][CH2:9][C@@H:10]1[C@H:14]2[O:15][C:16]([CH3:19])([CH3:18])[O:17][C@H:13]2[C@H:12]([NH:20][C:21]2[CH:26]=[C:25]([C:27]#[C:28][C:29]3[CH:34]=[CH:33][CH:32]=[CH:31][CH:30]=3)[N:24]=[CH:23][N:22]=2)[CH2:11]1)(C(C)(C)C)(C)C.F.N1C=CC=CC=1. The catalyst is C1COCC1.N1C=CC=CC=1. The product is [CH3:18][C:16]1([CH3:19])[O:17][C@H:13]2[C@H:12]([NH:20][C:21]3[CH:26]=[C:25]([C:27]#[C:28][C:29]4[CH:34]=[CH:33][CH:32]=[CH:31][CH:30]=4)[N:24]=[CH:23][N:22]=3)[CH2:11][C@H:10]([CH2:9][OH:8])[C@H:14]2[O:15]1. The yield is 0.820. (2) The reactants are [O:1]1[CH2:6][CH2:5][N:4]([CH2:7][C:8]([OH:10])=O)[CH2:3][CH2:2]1.CCN=C=NCCCN(C)C.Cl.[F:23][C:24]([F:66])([F:65])[C:25]1[CH:26]=[C:27]([CH:62]=[CH:63][CH:64]=1)[CH2:28][NH:29][C:30](=[O:61])[C:31]1[CH:36]=[CH:35][N:34]=[C:33]([C:37]2[CH:42]=[C:41]([N:43]3[CH2:48][CH2:47][CH2:46][CH2:45][CH2:44]3)[CH:40]=[CH:39][C:38]=2[NH:49][C:50](=[O:60])[C:51]2[CH:56]=[CH:55][CH:54]=[C:53]([CH2:57][NH:58][CH3:59])[CH:52]=2)[CH:32]=1. The catalyst is ClCCl.CN(C)C1C=CN=CC=1. The product is [CH3:59][N:58]([CH2:57][C:53]1[CH:52]=[C:51]([CH:56]=[CH:55][CH:54]=1)[C:50]([NH:49][C:38]1[CH:39]=[CH:40][C:41]([N:43]2[CH2:48][CH2:47][CH2:46][CH2:45][CH2:44]2)=[CH:42][C:37]=1[C:33]1[CH:32]=[C:31]([CH:36]=[CH:35][N:34]=1)[C:30]([NH:29][CH2:28][C:27]1[CH:62]=[CH:63][CH:64]=[C:25]([C:24]([F:65])([F:23])[F:66])[CH:26]=1)=[O:61])=[O:60])[C:8](=[O:10])[CH2:7][N:4]1[CH2:3][CH2:2][O:1][CH2:6][CH2:5]1. The yield is 0.260. (3) The reactants are Br[C:2]1[S:3][C:4]([S:17]([N:20]2[CH2:25][CH2:24][CH2:23][CH:22]([OH:26])[CH2:21]2)(=[O:19])=[O:18])=[CH:5][C:6]=1[C:7]1[S:11][C:10]([NH:12][C:13](=[O:15])[CH3:14])=[N:9][C:8]=1[CH3:16].C([Li])CCC. The catalyst is O. The product is [OH:26][CH:22]1[CH2:23][CH2:24][CH2:25][N:20]([S:17]([C:4]2[S:3][CH:2]=[C:6]([C:7]3[S:11][C:10]([NH:12][C:13](=[O:15])[CH3:14])=[N:9][C:8]=3[CH3:16])[CH:5]=2)(=[O:19])=[O:18])[CH2:21]1. The yield is 0.430. (4) The reactants are [OH-].[Na+].[CH:3]1[CH:8]=[CH:7][CH:6]=[C:5]2[NH:9][C:10]3[C:11](=[CH:12][C:13]4[NH:14][C:15]5[C:20]([C:21]=4[CH:22]=3)=[CH:19][CH:18]=[CH:17][CH:16]=5)[C:4]=12.Br[CH2:24][CH2:25][CH2:26][CH2:27][CH2:28][CH2:29][CH2:30][CH3:31].CS(C)=O. The catalyst is [Cl-].C([N+](CC)(CC)CC)C1C=CC=CC=1.CO. The product is [CH2:24]([N:14]1[C:13]2[C:21](=[CH:22][C:10]3[N:9]([CH2:7][CH2:8][CH2:3][CH2:4][CH2:11][CH2:10][CH2:22][CH3:21])[C:5]4[C:4]([C:11]=3[CH:12]=2)=[CH:3][CH:8]=[CH:7][CH:6]=4)[C:20]2[C:15]1=[CH:16][CH:17]=[CH:18][CH:19]=2)[CH2:25][CH2:26][CH2:27][CH2:28][CH2:29][CH2:30][CH3:31]. The yield is 0.901. (5) The reactants are [NH2:1][C@H:2]([CH3:5])[CH2:3][OH:4].C(N(C(C)C)C(C)C)C.[Br:15][C:16]1[CH:21]=[CH:20][C:19]([S:22](Cl)(=[O:24])=[O:23])=[CH:18][CH:17]=1.O. The catalyst is C(Cl)Cl. The product is [Br:15][C:16]1[CH:21]=[CH:20][C:19]([S:22]([NH:1][C@H:2]([CH3:5])[CH2:3][OH:4])(=[O:24])=[O:23])=[CH:18][CH:17]=1. The yield is 0.960. (6) The reactants are [Br:1][C:2]1[CH:10]=[CH:9][CH:8]=[C:7]2[C:3]=1[C:4](F)([F:12])[C:5](=O)[NH:6]2. The catalyst is O1CCCC1. The product is [Br:1][C:2]1[CH:10]=[CH:9][CH:8]=[C:7]2[C:3]=1[C:4]([F:12])=[CH:5][NH:6]2. The yield is 0.380. (7) The reactants are [C:1]([O:5][C:6]([N:8]1[CH2:13][CH2:12][CH2:11][CH2:10][C@@H:9]1[C:14](O)=[O:15])=[O:7])([CH3:4])([CH3:3])[CH3:2].B.O1CCCC1.O. The catalyst is C1COCC1. The product is [C:1]([O:5][C:6]([N:8]1[CH2:13][CH2:12][CH2:11][CH2:10][C@@H:9]1[CH2:14][OH:15])=[O:7])([CH3:4])([CH3:3])[CH3:2]. The yield is 0.990. (8) The reactants are [H-].[Na+].[CH3:3][N:4]1[C:9](=[O:10])[CH2:8][C:7]2[S:11][C:12]([CH3:14])=[CH:13][C:6]=2[S:5]1(=[O:16])=[O:15].[H][H].[C:19]1([N:25]=[C:26]=[O:27])[CH:24]=[CH:23][CH:22]=[CH:21][CH:20]=1. The catalyst is O1CCCC1. The product is [CH3:3][N:4]1[C:9](=[O:10])[CH:8]([C:26]([NH:25][C:19]2[CH:24]=[CH:23][CH:22]=[CH:21][CH:20]=2)=[O:27])[C:7]2[S:11][C:12]([CH3:14])=[CH:13][C:6]=2[S:5]1(=[O:16])=[O:15]. The yield is 0.690.